This data is from Catalyst prediction with 721,799 reactions and 888 catalyst types from USPTO. The task is: Predict which catalyst facilitates the given reaction. (1) Reactant: [CH2:1]([N:4]1[CH:8]=[C:7]([CH:9]=[O:10])[CH:6]=[C:5]1[C:11]#[N:12])[CH:2]=[CH2:3].[C:13]([Si](C)(C)C)([F:16])([F:15])[F:14].CCCC[N+](CCCC)(CCCC)CCCC.[F-]. Product: [CH2:1]([N:4]1[CH:8]=[C:7]([CH:9]([OH:10])[C:13]([F:16])([F:15])[F:14])[CH:6]=[C:5]1[C:11]#[N:12])[CH:2]=[CH2:3]. The catalyst class is: 1. (2) Reactant: Cl[C:2]([O:4][C:5]1[CH:10]=[CH:9][C:8]([N+:11]([O-:13])=[O:12])=[CH:7][CH:6]=1)=[O:3].C(NCC)C.[CH2:19]([O:21]/[C:22](=[CH:28]\[C:29]1[CH:34]=[CH:33][C:32]([C:35]2[CH:40]=[CH:39][CH:38]=[C:37]([NH:41][CH3:42])[CH:36]=2)=[CH:31][CH:30]=1)/[C:23]([O:25][CH2:26][CH3:27])=[O:24])[CH3:20].O. Product: [CH2:19]([O:21]/[C:22](=[CH:28]\[C:29]1[CH:34]=[CH:33][C:32]([C:35]2[CH:40]=[CH:39][CH:38]=[C:37]([N:41]([CH3:42])[C:2]([O:4][C:5]3[CH:10]=[CH:9][C:8]([N+:11]([O-:13])=[O:12])=[CH:7][CH:6]=3)=[O:3])[CH:36]=2)=[CH:31][CH:30]=1)/[C:23]([O:25][CH2:26][CH3:27])=[O:24])[CH3:20]. The catalyst class is: 4. (3) Reactant: [CH3:1][N:2]([CH3:17])[C:3]1[N:8]=[C:7]([NH:9][CH2:10][CH2:11][CH3:12])[N:6]=[C:5]([NH:13][CH2:14][C:15]#[CH:16])[N:4]=1.[OH:18][S:19]([OH:22])(=[O:21])=[O:20]. Product: [S:19]([OH:22])([OH:21])(=[O:20])=[O:18].[CH3:17][N:2]([CH3:1])[C:3]1[N:4]=[C:5]([NH:13][CH2:14][CH2:15][CH3:16])[N:6]=[C:7]([NH:9][CH2:10][C:11]#[CH:12])[N:8]=1.[CH3:17][N:2]([CH3:1])[C:3]1[N:4]=[C:5]([NH:13][CH2:14][CH2:15][CH3:16])[N:6]=[C:7]([NH:9][CH2:10][C:11]#[CH:12])[N:8]=1. The catalyst class is: 12. (4) Reactant: [CH3:1][O:2][C:3]([C:5]1[CH:18]=[CH:17][C:8]2[N:9]([CH:13]3[CH2:16][CH2:15][CH2:14]3)[C:10](=[O:12])[NH:11][C:7]=2[CH:6]=1)=[O:4].[H-].[Na+].I[CH3:22]. Product: [CH3:1][O:2][C:3]([C:5]1[CH:18]=[CH:17][C:8]2[N:9]([CH:13]3[CH2:16][CH2:15][CH2:14]3)[C:10](=[O:12])[N:11]([CH3:22])[C:7]=2[CH:6]=1)=[O:4]. The catalyst class is: 58. (5) Reactant: [F:1][C:2]1[CH:3]=[C:4]2[C:9](=[CH:10][CH:11]=1)[N:8]=[C:7]([CH:12]([NH:14]C(=O)OC(C)(C)C)[CH3:13])[C:6]([C:22]1[CH:27]=[CH:26][CH:25]=[CH:24][N:23]=1)=[CH:5]2.FC(F)(F)C(O)=O. Product: [F:1][C:2]1[CH:3]=[C:4]2[C:9](=[CH:10][CH:11]=1)[N:8]=[C:7]([CH:12]([NH2:14])[CH3:13])[C:6]([C:22]1[CH:27]=[CH:26][CH:25]=[CH:24][N:23]=1)=[CH:5]2. The catalyst class is: 2. (6) Reactant: [Cl:1][C:2]1[C:3]([CH3:27])=[C:4]([CH:20]2[CH2:23][N:22]([CH:24]([CH3:26])[CH3:25])[CH2:21]2)[C:5]([O:18][CH3:19])=[C:6]([CH:8]([NH:10]C(=O)OC(C)(C)C)[CH3:9])[CH:7]=1.[ClH:28].O1CCOCC1. Product: [ClH:1].[ClH:28].[Cl:1][C:2]1[C:3]([CH3:27])=[C:4]([CH:20]2[CH2:21][N:22]([CH:24]([CH3:26])[CH3:25])[CH2:23]2)[C:5]([O:18][CH3:19])=[C:6]([CH:8]([NH2:10])[CH3:9])[CH:7]=1. The catalyst class is: 2. (7) Reactant: [Cl:1][C:2]1[CH:3]=[C:4]([C:8]2[N:9]=[C:10]([NH:16][C:17]3[CH:22]=[C:21]([CH:23](OC)[O:24]C)[CH:20]=[CH:19][C:18]=3[N+:28]([O-:30])=[O:29])[S:11][C:12]=2[C:13]([NH2:15])=[O:14])[CH:5]=[CH:6][CH:7]=1.Cl. The catalyst class is: 10. Product: [Cl:1][C:2]1[CH:3]=[C:4]([C:8]2[N:9]=[C:10]([NH:16][C:17]3[CH:22]=[C:21]([CH:23]=[O:24])[CH:20]=[CH:19][C:18]=3[N+:28]([O-:30])=[O:29])[S:11][C:12]=2[C:13]([NH2:15])=[O:14])[CH:5]=[CH:6][CH:7]=1. (8) Reactant: [NH2:1][CH2:2][CH2:3][CH2:4][C:5]([OH:7])=[O:6].[CH2:8](O)[CH:9]=[CH2:10].[C:12]1([CH3:22])[CH:17]=[CH:16][C:15]([S:18]([OH:21])(=[O:20])=O)=[CH:14][CH:13]=1. Product: [C:12]1([CH3:22])[CH:13]=[CH:14][C:15]([S:18]([NH:1][CH2:2][CH2:3][CH2:4][C:5]([O:7][CH2:10][CH:9]=[CH2:8])=[O:6])(=[O:20])=[O:21])=[CH:16][CH:17]=1. The catalyst class is: 11. (9) Reactant: [NH2:1][CH2:2][CH2:3][NH:4][C:5]1[N:13]=[C:12]([Cl:14])[N:11]=[C:10]2[C:6]=1[N:7]=[CH:8][N:9]2[CH:15]1[CH2:19][CH2:18][CH2:17][CH2:16]1.C(Cl)Cl.C(N(CC)CC)C.[CH3:30][CH:31]([S:33](Cl)(=[O:35])=[O:34])[CH3:32]. Product: [Cl:14][C:12]1[N:11]=[C:10]2[C:6]([N:7]=[CH:8][N:9]2[CH:15]2[CH2:19][CH2:18][CH2:17][CH2:16]2)=[C:5]([NH:4][CH2:3][CH2:2][NH:1][S:33]([CH:31]([CH3:32])[CH3:30])(=[O:35])=[O:34])[N:13]=1. The catalyst class is: 6.